Dataset: Reaction yield outcomes from USPTO patents with 853,638 reactions. Task: Predict the reaction yield, written as a fraction of the theoretical maximum amount of product (1.0 means a 100% yield; for example, 0.34 means a 34% yield). (1) The reactants are [C:1]([O:4][C:5]([CH3:11])([CH:8]1[CH2:10][CH2:9]1)[C:6]#[N:7])(=[O:3])[CH3:2].[OH-].[Na+]. The catalyst is [Cl-].[Na+]. The product is [C:1]([O:4][C@:5]([CH3:11])([CH:8]1[CH2:10][CH2:9]1)[C:6]#[N:7])(=[O:3])[CH3:2]. The yield is 0.150. (2) The reactants are [CH:1]([C:3]1[NH:4][C:5]([C:10]#[N:11])=[C:6]([C:8]#[N:9])[N:7]=1)=[CH2:2].[CH2:12](N(CC)CC)[CH3:13].S(OCC)(OCC)(=O)=O. The catalyst is C(OCC)(=O)C.C1COCC1.CCCCCC.C(OCC)(=O)C. The product is [CH2:12]([N:7]1[C:6]([C:8]#[N:9])=[C:5]([C:10]#[N:11])[N:4]=[C:3]1[CH:1]=[CH2:2])[CH3:13]. The yield is 0.650.